Dataset: Catalyst prediction with 721,799 reactions and 888 catalyst types from USPTO. Task: Predict which catalyst facilitates the given reaction. (1) Reactant: [O:1]=[C:2]1[N:6]([C:7]2[CH:12]=[CH:11][CH:10]=[C:9]([C:13]([F:16])([F:15])[F:14])[CH:8]=2)[CH2:5][CH:4](OS(C)(=O)=O)[CH2:3]1.[CH2:22]([O:24][C:25]([C:27]1[CH:28]=[N:29][NH:30][CH:31]=1)=[O:26])[CH3:23].[C:32](=O)([O-])[O-].[K+].[K+].CC(C)=O. Product: [CH2:22]([O:24][C:25]([C:27]1[CH:28]=[N:29][N:30]([CH2:32][CH:4]2[CH2:3][C:2](=[O:1])[N:6]([C:7]3[CH:12]=[CH:11][CH:10]=[C:9]([C:13]([F:16])([F:15])[F:14])[CH:8]=3)[CH2:5]2)[CH:31]=1)=[O:26])[CH3:23]. The catalyst class is: 521. (2) Reactant: [CH3:1][O:2][C:3]1[CH:8]=[N:7][C:6]([N:9]2[CH:13]=[N:12][C:11]([C:14]#N)=[N:10]2)=[C:5]2[NH:16][CH:17]=[CH:18][C:4]=12.[C:19]([O-])([O-])=[O:20].[K+].[K+].Cl.C[OH:27]. Product: [CH3:1][O:2][C:3]1[CH:8]=[N:7][C:6]([N:9]2[CH:13]=[N:12][C:11]([C:14]([O:20][CH3:19])=[O:27])=[N:10]2)=[C:5]2[NH:16][CH:17]=[CH:18][C:4]=12. The catalyst class is: 6. (3) Reactant: [CH3:1][C:2]([O:5][C:6]([NH:8][CH2:9][CH:10]1[CH2:16][CH2:15][C:13](=O)[CH2:12][CH2:11]1)=[O:7])([CH3:4])[CH3:3].CCN(S(F)(F)[F:23])CC. Product: [C:2]([O:5][C:6](=[O:7])[NH:8][CH2:9][CH:10]1[CH2:16][CH2:15][C:13]([F:23])=[CH:12][CH2:11]1)([CH3:4])([CH3:3])[CH3:1]. The catalyst class is: 1. (4) Product: [C:28]([C:2]1[CH:17]=[CH:16][C:5]([CH2:6][CH2:7][NH:8][C:9](=[O:15])[O:10][C:11]([CH3:14])([CH3:13])[CH3:12])=[CH:4][C:3]=1[O:18][C:19]([F:22])([F:21])[F:20])#[N:29]. The catalyst class is: 267. Reactant: Br[C:2]1[CH:17]=[CH:16][C:5]([CH2:6][CH2:7][NH:8][C:9](=[O:15])[O:10][C:11]([CH3:14])([CH3:13])[CH3:12])=[CH:4][C:3]=1[O:18][C:19]([F:22])([F:21])[F:20].C(=O)([O-])O.[Na+].[CH3:28][N:29](C=O)C.